Dataset: NCI-60 drug combinations with 297,098 pairs across 59 cell lines. Task: Regression. Given two drug SMILES strings and cell line genomic features, predict the synergy score measuring deviation from expected non-interaction effect. (1) Drug 1: CC12CCC(CC1=CCC3C2CCC4(C3CC=C4C5=CN=CC=C5)C)O. Drug 2: CC1=C(C(=O)C2=C(C1=O)N3CC4C(C3(C2COC(=O)N)OC)N4)N. Synergy scores: CSS=27.0, Synergy_ZIP=6.73, Synergy_Bliss=13.5, Synergy_Loewe=7.29, Synergy_HSA=10.8. Cell line: OVCAR3. (2) Drug 1: CC(C)(C#N)C1=CC(=CC(=C1)CN2C=NC=N2)C(C)(C)C#N. Drug 2: C1=NC2=C(N=C(N=C2N1C3C(C(C(O3)CO)O)F)Cl)N. Cell line: HOP-62. Synergy scores: CSS=29.3, Synergy_ZIP=8.02, Synergy_Bliss=6.77, Synergy_Loewe=-4.50, Synergy_HSA=11.6. (3) Drug 1: CC1=C2C(C(=O)C3(C(CC4C(C3C(C(C2(C)C)(CC1OC(=O)C(C(C5=CC=CC=C5)NC(=O)OC(C)(C)C)O)O)OC(=O)C6=CC=CC=C6)(CO4)OC(=O)C)OC)C)OC. Drug 2: CC12CCC3C(C1CCC2=O)CC(=C)C4=CC(=O)C=CC34C. Cell line: KM12. Synergy scores: CSS=71.9, Synergy_ZIP=7.42, Synergy_Bliss=6.13, Synergy_Loewe=6.62, Synergy_HSA=9.43. (4) Drug 1: C1=CC=C(C=C1)NC(=O)CCCCCCC(=O)NO. Drug 2: N.N.Cl[Pt+2]Cl. Cell line: SK-MEL-5. Synergy scores: CSS=59.2, Synergy_ZIP=-2.02, Synergy_Bliss=0.362, Synergy_Loewe=2.67, Synergy_HSA=3.19. (5) Cell line: IGROV1. Drug 1: COC1=CC(=CC(=C1O)OC)C2C3C(COC3=O)C(C4=CC5=C(C=C24)OCO5)OC6C(C(C7C(O6)COC(O7)C8=CC=CS8)O)O. Synergy scores: CSS=33.0, Synergy_ZIP=-10.1, Synergy_Bliss=-0.970, Synergy_Loewe=-12.8, Synergy_HSA=-0.743. Drug 2: CC12CCC3C(C1CCC2O)C(CC4=C3C=CC(=C4)O)CCCCCCCCCS(=O)CCCC(C(F)(F)F)(F)F. (6) Drug 1: C1CCN(CC1)CCOC2=CC=C(C=C2)C(=O)C3=C(SC4=C3C=CC(=C4)O)C5=CC=C(C=C5)O. Drug 2: CCC1=C2CN3C(=CC4=C(C3=O)COC(=O)C4(CC)O)C2=NC5=C1C=C(C=C5)O. Cell line: CCRF-CEM. Synergy scores: CSS=58.3, Synergy_ZIP=3.89, Synergy_Bliss=3.35, Synergy_Loewe=-30.0, Synergy_HSA=2.05. (7) Synergy scores: CSS=15.9, Synergy_ZIP=5.01, Synergy_Bliss=5.57, Synergy_Loewe=-3.58, Synergy_HSA=3.78. Cell line: NCI-H226. Drug 1: C1=CC(=CC=C1CCCC(=O)O)N(CCCl)CCCl. Drug 2: C1CN(P(=O)(OC1)NCCCl)CCCl. (8) Drug 1: C1=NC2=C(N=C(N=C2N1C3C(C(C(O3)CO)O)O)F)N. Drug 2: COC1=NC(=NC2=C1N=CN2C3C(C(C(O3)CO)O)O)N. Cell line: SK-OV-3. Synergy scores: CSS=1.69, Synergy_ZIP=-1.74, Synergy_Bliss=6.14, Synergy_Loewe=-9.30, Synergy_HSA=0.415.